From a dataset of NCI-60 drug combinations with 297,098 pairs across 59 cell lines. Regression. Given two drug SMILES strings and cell line genomic features, predict the synergy score measuring deviation from expected non-interaction effect. (1) Cell line: OVCAR-5. Synergy scores: CSS=34.0, Synergy_ZIP=-7.81, Synergy_Bliss=-2.74, Synergy_Loewe=-8.62, Synergy_HSA=-6.15. Drug 2: C1=CC=C(C=C1)NC(=O)CCCCCCC(=O)NO. Drug 1: CC1CCC2CC(C(=CC=CC=CC(CC(C(=O)C(C(C(=CC(C(=O)CC(OC(=O)C3CCCCN3C(=O)C(=O)C1(O2)O)C(C)CC4CCC(C(C4)OC)O)C)C)O)OC)C)C)C)OC. (2) Drug 1: C1=NC2=C(N1)C(=S)N=C(N2)N. Drug 2: CC1C(C(=O)NC(C(=O)N2CCCC2C(=O)N(CC(=O)N(C(C(=O)O1)C(C)C)C)C)C(C)C)NC(=O)C3=C4C(=C(C=C3)C)OC5=C(C(=O)C(=C(C5=N4)C(=O)NC6C(OC(=O)C(N(C(=O)CN(C(=O)C7CCCN7C(=O)C(NC6=O)C(C)C)C)C)C(C)C)C)N)C. Cell line: SNB-19. Synergy scores: CSS=1.70, Synergy_ZIP=4.75, Synergy_Bliss=3.80, Synergy_Loewe=3.59, Synergy_HSA=3.28. (3) Drug 1: CC(C)(C#N)C1=CC(=CC(=C1)CN2C=NC=N2)C(C)(C)C#N. Drug 2: B(C(CC(C)C)NC(=O)C(CC1=CC=CC=C1)NC(=O)C2=NC=CN=C2)(O)O. Cell line: NCI-H226. Synergy scores: CSS=-4.67, Synergy_ZIP=0.330, Synergy_Bliss=-1.64, Synergy_Loewe=-21.8, Synergy_HSA=-7.55. (4) Drug 1: CCCS(=O)(=O)NC1=C(C(=C(C=C1)F)C(=O)C2=CNC3=C2C=C(C=N3)C4=CC=C(C=C4)Cl)F. Drug 2: C#CCC(CC1=CN=C2C(=N1)C(=NC(=N2)N)N)C3=CC=C(C=C3)C(=O)NC(CCC(=O)O)C(=O)O. Cell line: 786-0. Synergy scores: CSS=4.64, Synergy_ZIP=-10.5, Synergy_Bliss=-19.6, Synergy_Loewe=-48.5, Synergy_HSA=-19.3.